This data is from Catalyst prediction with 721,799 reactions and 888 catalyst types from USPTO. The task is: Predict which catalyst facilitates the given reaction. (1) Reactant: [O-]CC.[Na+].[Cl:5][C:6]1[CH:14]=[CH:13][C:9]([C:10]([NH2:12])=[NH:11])=[CH:8][CH:7]=1.[C:15](OCC)(=[O:22])[CH2:16][C:17](OCC)=[O:18].Cl. Product: [Cl:5][C:6]1[CH:14]=[CH:13][C:9]([C:10]2[N:12]=[C:17]([OH:18])[CH:16]=[C:15]([OH:22])[N:11]=2)=[CH:8][CH:7]=1. The catalyst class is: 8. (2) Reactant: [CH:1]1([C:4]2[CH:5]=[CH:6][C:7]([NH:12][C:13]3[CH:18]=[C:17]([F:19])[CH:16]=[CH:15][C:14]=3[N+:20]([O-])=O)=[C:8]([CH:11]=2)[C:9]#[N:10])[CH2:3][CH2:2]1.[Sn](Cl)[Cl:24]. Product: [ClH:24].[CH:1]1([C:4]2[CH:5]=[CH:6][C:7]3[NH:12][C:13]4[CH:18]=[C:17]([F:19])[CH:16]=[CH:15][C:14]=4[N:20]=[C:9]([NH2:10])[C:8]=3[CH:11]=2)[CH2:3][CH2:2]1. The catalyst class is: 361. (3) Reactant: COC([N:5]([C:23]1[C:32]([C:33]([O:35][CH3:36])=[O:34])=[C:31]2[C:26]([CH:27]3[CH2:37][CH:28]3[CH2:29][O:30]2)=[CH:25][CH:24]=1)[S:6]([C:9]1[CH:14]=[CH:13][C:12]([F:15])=[CH:11][C:10]=1[NH:16][C:17](=[O:22])[CH2:18][CH2:19][CH2:20]Cl)(=[O:8])=[O:7])=O.[CH3:38][NH:39][CH3:40]. Product: [CH3:38][N:39]([CH3:40])[CH2:20][CH2:19][CH2:18][C:17]([NH:16][C:10]1[CH:11]=[C:12]([F:15])[CH:13]=[CH:14][C:9]=1[S:6]([NH:5][C:23]1[C:32]([C:33]([O:35][CH3:36])=[O:34])=[C:31]2[C:26]([CH:27]3[CH2:37][CH:28]3[CH2:29][O:30]2)=[CH:25][CH:24]=1)(=[O:8])=[O:7])=[O:22]. The catalyst class is: 10. (4) Product: [CH2:31]([O:30][C:27]1[CH:28]=[CH:29][C:24]([S:21]([C:6]2([C:4]([OH:5])=[O:3])[CH2:7][CH2:8][N:9]([CH2:12][C:13]3[CH:14]=[CH:15][C:16]([O:19][CH3:20])=[CH:17][CH:18]=3)[CH2:10][CH2:11]2)(=[O:22])=[O:23])=[CH:25][CH:26]=1)[C:32]#[C:33][CH3:34]. Reactant: C([O:3][C:4]([C:6]1([S:21]([C:24]2[CH:29]=[CH:28][C:27]([O:30][CH2:31][C:32]#[C:33][CH3:34])=[CH:26][CH:25]=2)(=[O:23])=[O:22])[CH2:11][CH2:10][N:9]([CH2:12][C:13]2[CH:18]=[CH:17][C:16]([O:19][CH3:20])=[CH:15][CH:14]=2)[CH2:8][CH2:7]1)=[O:5])C. The catalyst class is: 702.